This data is from Reaction yield outcomes from USPTO patents with 853,638 reactions. The task is: Predict the reaction yield, written as a fraction of the theoretical maximum amount of product (1.0 means a 100% yield; for example, 0.34 means a 34% yield). (1) The reactants are [OH-].[K+].[CH2:3]([O:5][C:6](=[O:27])[C:7]([CH2:16][C:17]1[C:25]2[C:20](=[C:21]([Cl:26])[CH:22]=[CH:23][CH:24]=2)[NH:19][CH:18]=1)([NH:13][CH:14]=[O:15])[C:8]([O:10][CH2:11][CH3:12])=[O:9])[CH3:4].[CH3:28]I. The catalyst is CS(C)=O. The product is [CH2:11]([O:10][C:8](=[O:9])[C:7]([CH2:16][C:17]1[C:25]2[C:20](=[C:21]([Cl:26])[CH:22]=[CH:23][CH:24]=2)[N:19]([CH3:28])[CH:18]=1)([NH:13][CH:14]=[O:15])[C:6]([O:5][CH2:3][CH3:4])=[O:27])[CH3:12]. The yield is 0.770. (2) The reactants are [CH2:1]([C:5]1[N:6]=[C:7]([CH3:27])[NH:8][C:9](=[O:26])[C:10]=1[CH2:11][C:12]1[CH:17]=[CH:16][C:15]([C:18]2[C:19]([C:24]#[N:25])=[CH:20][CH:21]=[CH:22][CH:23]=2)=[CH:14][CH:13]=1)[CH2:2][CH2:3][CH3:4].C(=O)([O-])[O-].[K+].[K+].Br[CH2:35][C:36]1[C:41]([F:42])=[CH:40][CH:39]=[CH:38][C:37]=1[F:43].CN(C)C=O. The catalyst is C(OCC)(=O)C. The product is [CH2:1]([C:5]1[N:6]=[C:7]([CH3:27])[N:8]([CH2:35][C:36]2[C:41]([F:42])=[CH:40][CH:39]=[CH:38][C:37]=2[F:43])[C:9](=[O:26])[C:10]=1[CH2:11][C:12]1[CH:17]=[CH:16][C:15]([C:18]2[C:19]([C:24]#[N:25])=[CH:20][CH:21]=[CH:22][CH:23]=2)=[CH:14][CH:13]=1)[CH2:2][CH2:3][CH3:4]. The yield is 0.550.